Task: Regression. Given a peptide amino acid sequence and an MHC pseudo amino acid sequence, predict their binding affinity value. This is MHC class I binding data.. Dataset: Peptide-MHC class I binding affinity with 185,985 pairs from IEDB/IMGT (1) The peptide sequence is SSDLRSWTF. The MHC is HLA-B39:01 with pseudo-sequence HLA-B39:01. The binding affinity (normalized) is 0.0847. (2) The peptide sequence is KLNNVFYVF. The MHC is HLA-B15:01 with pseudo-sequence HLA-B15:01. The binding affinity (normalized) is 0.979. (3) The binding affinity (normalized) is 0.133. The peptide sequence is IRHVYHNLK. The MHC is HLA-A11:01 with pseudo-sequence HLA-A11:01.